This data is from Reaction yield outcomes from USPTO patents with 853,638 reactions. The task is: Predict the reaction yield, written as a fraction of the theoretical maximum amount of product (1.0 means a 100% yield; for example, 0.34 means a 34% yield). (1) The reactants are [C:1]([O:4][C@@H:5]1[C@@H:18]([O:19][C:20](=[O:22])[CH3:21])[C@H:17]([O:23][C:24](=[O:26])[CH3:25])[CH2:16][S:15][C@H:6]1[O:7][C:8]1[CH:13]=[CH:12][CH:11]=[C:10](Br)[CH:9]=1)(=[O:3])[CH3:2].CC1(C)C(C)(C)OB([C:35]2[C:36]([CH3:42])=[N:37][N:38]([CH3:41])[C:39]=2[CH3:40])O1. No catalyst specified. The product is [C:1]([O:4][C@@H:5]1[C@@H:18]([O:19][C:20](=[O:22])[CH3:21])[C@H:17]([O:23][C:24](=[O:26])[CH3:25])[CH2:16][S:15][C@H:6]1[O:7][C:8]1[CH:13]=[CH:12][CH:11]=[C:10]([C:35]2[C:36]([CH3:42])=[N:37][N:38]([CH3:41])[C:39]=2[CH3:40])[CH:9]=1)(=[O:3])[CH3:2]. The yield is 0.460. (2) The yield is 0.150. The product is [CH2:1]([C:3]1[S:28][C:6]2[N:7]([CH2:13][C:14]3[CH:19]=[CH:18][C:17]([C:20]4[C:21]([C:26]#[N:27])=[CH:22][CH:23]=[CH:24][CH:25]=4)=[CH:16][CH:15]=3)[C:8](=[O:12])[N:9]([CH2:31][C:32](=[O:33])[C:34]3[CH:39]=[CH:38][N:37]=[CH:36][CH:35]=3)[C:10](=[O:11])[C:5]=2[CH:4]=1)[CH3:2]. The reactants are [CH2:1]([C:3]1[S:28][C:6]2[N:7]([CH2:13][C:14]3[CH:19]=[CH:18][C:17]([C:20]4[C:21]([C:26]#[N:27])=[CH:22][CH:23]=[CH:24][CH:25]=4)=[CH:16][CH:15]=3)[C:8](=[O:12])[NH:9][C:10](=[O:11])[C:5]=2[CH:4]=1)[CH3:2].Br.Br[CH2:31][C:32]([C:34]1[CH:39]=[CH:38][N:37]=[CH:36][CH:35]=1)=[O:33].CN(C)C=O.[H-].[Na+]. The catalyst is O.C(OCC)(=O)C. (3) The reactants are [NH2:1][C:2]1[C:3]([C:17]([NH2:19])=[O:18])=[N:4][C:5]([C:9]2[CH:14]=[CH:13][C:12]([F:15])=[C:11](Br)[CH:10]=2)=[C:6]([F:8])[CH:7]=1.[C:20]([C@:22]1([OH:29])[CH2:26][CH2:25][N:24]([CH3:27])[C:23]1=[O:28])#[CH:21]. No catalyst specified. The product is [NH2:1][C:2]1[C:3]([C:17]([NH2:19])=[O:18])=[N:4][C:5]([C:9]2[CH:14]=[CH:13][C:12]([F:15])=[C:11]([C:21]#[C:20][C@:22]3([OH:29])[CH2:26][CH2:25][N:24]([CH3:27])[C:23]3=[O:28])[CH:10]=2)=[C:6]([F:8])[CH:7]=1. The yield is 0.370. (4) The reactants are Br[C:2]1[CH:3]=[CH:4][CH:5]=[C:6]2[C:11]=1[N:10]=[C:9]([CH3:12])[CH:8]=[CH:7]2.C([O-])([O-])=O.[Cs+].[Cs+].[C:19]([O:27][CH2:28][CH3:29])(=[O:26])[CH2:20][C:21]([O:23][CH2:24][CH3:25])=[O:22].C(OCC)(=O)C. The catalyst is O1CCOCC1.CC(C)([P](C(C)(C)C)([Pd][P](C(C)(C)C)(C(C)(C)C)C(C)(C)C)C(C)(C)C)C.O. The product is [CH3:12][C:9]1[CH:8]=[CH:7][C:6]2[C:11](=[C:2]([CH:20]([C:21]([O:23][CH2:24][CH3:25])=[O:22])[C:19]([O:27][CH2:28][CH3:29])=[O:26])[CH:3]=[CH:4][CH:5]=2)[N:10]=1. The yield is 0.825.